This data is from Full USPTO retrosynthesis dataset with 1.9M reactions from patents (1976-2016). The task is: Predict the reactants needed to synthesize the given product. (1) Given the product [CH:4]1([CH:10]([OH:11])[C:1]#[N:2])[CH2:9][CH2:8][CH2:7][CH2:6][CH2:5]1, predict the reactants needed to synthesize it. The reactants are: [C-:1]#[N:2].[K+].[CH:4]1([CH:10]=[O:11])[CH2:9][CH2:8][CH2:7][CH2:6][CH2:5]1. (2) Given the product [F:1][C:2]([F:18])([F:17])[C:3]1[CH:8]=[CH:7][C:6]([C:9]2[CH:16]=[CH:15][CH:14]=[C:11]([CH2:12][O:19][C:20]3[CH:21]=[CH:22][C:23]([CH:26]([C:32]4[S:33][CH:34]=[CH:35][C:36]=4[CH3:37])[CH2:27][C:28]([OH:30])=[O:29])=[CH:24][CH:25]=3)[CH:10]=2)=[CH:5][CH:4]=1, predict the reactants needed to synthesize it. The reactants are: [F:1][C:2]([F:18])([F:17])[C:3]1[CH:8]=[CH:7][C:6]([C:9]2[CH:10]=[C:11]([CH:14]=[CH:15][CH:16]=2)[CH2:12]Cl)=[CH:5][CH:4]=1.[OH:19][C:20]1[CH:25]=[CH:24][C:23]([CH:26]([C:32]2[S:33][CH:34]=[CH:35][C:36]=2[CH3:37])[CH2:27][C:28]([O:30]C)=[O:29])=[CH:22][CH:21]=1.C([O-])([O-])=O.[Cs+].[Cs+]. (3) Given the product [CH3:1][O:2][C:3]1[CH:4]=[C:5]2[C:9](=[CH:10][CH:11]=1)[N:8]([S:12]([C:15]1[CH:16]=[CH:17][C:18]([CH3:21])=[CH:19][CH:20]=1)(=[O:13])=[O:14])[CH:7]=[C:6]2[C:22]1[C:23]2[CH:30]=[C:29]([C:31]3[C:39]4[C:34](=[CH:35][CH:36]=[C:37]([O:40][CH3:41])[CH:38]=4)[N:33]([CH3:54])[CH:32]=3)[N:28]([S:42]([C:45]3[CH:46]=[CH:47][C:48]([CH3:51])=[CH:49][CH:50]=3)(=[O:44])=[O:43])[C:24]=2[N:25]=[CH:26][N:27]=1, predict the reactants needed to synthesize it. The reactants are: [CH3:1][O:2][C:3]1[CH:4]=[C:5]2[C:9](=[CH:10][CH:11]=1)[N:8]([S:12]([C:15]1[CH:20]=[CH:19][C:18]([CH3:21])=[CH:17][CH:16]=1)(=[O:14])=[O:13])[CH:7]=[C:6]2[C:22]1[C:23]2[CH:30]=[C:29]([C:31]3[C:39]4[C:34](=[CH:35][CH:36]=[C:37]([O:40][CH3:41])[CH:38]=4)[NH:33][CH:32]=3)[N:28]([S:42]([C:45]3[CH:50]=[CH:49][C:48]([CH3:51])=[CH:47][CH:46]=3)(=[O:44])=[O:43])[C:24]=2[N:25]=[CH:26][N:27]=1.[H-].[Na+].[CH3:54]I. (4) The reactants are: [CH2:1]([O:3][C:4]([C:6]1[CH:7]([NH2:23])[C:8]2[C:13]([C:14]=1[C:15]1[CH:20]=[CH:19][CH:18]=[CH:17][CH:16]=1)=[CH:12][CH:11]=[C:10]([O:21][CH3:22])[CH:9]=2)=[O:5])[CH3:2].[C:24](Cl)(=[O:27])[CH2:25][CH3:26].C(N(CC)CC)C. Given the product [CH2:1]([O:3][C:4]([C:6]1[CH:7]([NH:23][C:24](=[O:27])[CH2:25][CH3:26])[C:8]2[C:13]([C:14]=1[C:15]1[CH:20]=[CH:19][CH:18]=[CH:17][CH:16]=1)=[CH:12][CH:11]=[C:10]([O:21][CH3:22])[CH:9]=2)=[O:5])[CH3:2], predict the reactants needed to synthesize it. (5) The reactants are: [Cl:1][C:2]1[CH:7]=[C:6](Cl)[N:5]=[C:4]([C:9]2[S:10][CH:11]=[CH:12][N:13]=2)[CH:3]=1.B(O)(O)[C:15]1[CH:16]=[CH:17][C:18]([CH3:21])=[CH:19][CH:20]=1.[O-]P([O-])([O-])=O.[K+].[K+].[K+].C1COCC1. Given the product [Cl:1][C:2]1[CH:7]=[C:6]([C:15]2[CH:20]=[CH:19][C:18]([CH3:21])=[CH:17][CH:16]=2)[N:5]=[C:4]([C:9]2[S:10][CH:11]=[CH:12][N:13]=2)[CH:3]=1, predict the reactants needed to synthesize it. (6) Given the product [Br:1][C:2]1[CH:8]=[CH:7][C:5]([NH:6][C:20]([NH:19][C:13]2[CH:14]=[C:15]([CH3:18])[CH:16]=[CH:17][C:12]=2[F:11])=[O:21])=[C:4]([CH2:9][CH3:10])[CH:3]=1, predict the reactants needed to synthesize it. The reactants are: [Br:1][C:2]1[CH:8]=[CH:7][C:5]([NH2:6])=[C:4]([CH2:9][CH3:10])[CH:3]=1.[F:11][C:12]1[CH:17]=[CH:16][C:15]([CH3:18])=[CH:14][C:13]=1[N:19]=[C:20]=[O:21]. (7) Given the product [C:1]([C:3]1[CH:8]=[CH:7][C:6]([C@@H:9]2[C:14]([C:15]([O:17][CH2:36][CH2:37][OH:38])=[O:16])=[C:13]([CH3:18])[N:12]([C:19]3[CH:24]=[CH:23][CH:22]=[C:21]([C:25]([F:27])([F:28])[F:26])[CH:20]=3)[C:11](=[O:29])[N:10]2[CH3:30])=[C:5]([S:31]([CH3:34])(=[O:32])=[O:33])[CH:4]=1)#[N:2], predict the reactants needed to synthesize it. The reactants are: [C:1]([C:3]1[CH:8]=[CH:7][C:6]([C@@H:9]2[C:14]([C:15]([OH:17])=[O:16])=[C:13]([CH3:18])[N:12]([C:19]3[CH:24]=[CH:23][CH:22]=[C:21]([C:25]([F:28])([F:27])[F:26])[CH:20]=3)[C:11](=[O:29])[N:10]2[CH3:30])=[C:5]([S:31]([CH3:34])(=[O:33])=[O:32])[CH:4]=1)#[N:2].Br[CH2:36][CH2:37][OH:38].C(N(CC)CC)C.